From a dataset of Full USPTO retrosynthesis dataset with 1.9M reactions from patents (1976-2016). Predict the reactants needed to synthesize the given product. (1) The reactants are: [CH:1]1([O:4][C:5]2[CH:6]=[C:7]([C:15]3[NH:32][C:18]4[CH:19]=[N:20][N:21](COCC[Si](C)(C)C)[C:22](=[O:23])[C:17]=4[C:16]=3[CH2:33][O:34][CH:35]([CH3:37])[CH3:36])[CH:8]=[CH:9][C:10]=2[O:11][CH:12]([F:14])[F:13])[CH2:3][CH2:2]1.C1(OCC2C3C(=O)N(COCC[Si](C)(C)C)N=CC=3NC=2C2C=CC(OC(F)F)=C(OC3CC3)C=2)CCC1. Given the product [CH:1]1([O:4][C:5]2[CH:6]=[C:7]([C:15]3[NH:32][C:18]4[CH:19]=[N:20][NH:21][C:22](=[O:23])[C:17]=4[C:16]=3[CH2:33][O:34][CH:35]([CH3:37])[CH3:36])[CH:8]=[CH:9][C:10]=2[O:11][CH:12]([F:13])[F:14])[CH2:2][CH2:3]1, predict the reactants needed to synthesize it. (2) Given the product [F:35][C:36]1[CH:37]=[C:38]([CH:39]=[C:40]([CH3:42])[CH:41]=1)[O:43][C:45]1[CH:50]=[CH:49][C:48]([C:51]2[C:60]3[C:55](=[CH:56][C:57]([S:61]([NH:64][C:65]4[S:66][CH:67]=[N:68][N:69]=4)(=[O:62])=[O:63])=[CH:58][CH:59]=3)[CH:54]=[CH:53][N:52]=2)=[C:47]([O:70][CH3:71])[CH:46]=1, predict the reactants needed to synthesize it. The reactants are: C(P(C(C)(C)C)C1C(C)=C(C)C(C)=C(C)C=1C1C(C(C)C)=CC(C(C)C)=CC=1C(C)C)(C)(C)C.[F:35][C:36]1[CH:37]=[C:38]([OH:43])[CH:39]=[C:40]([CH3:42])[CH:41]=1.Cl[C:45]1[CH:50]=[CH:49][C:48]([C:51]2[C:60]3[C:55](=[CH:56][C:57]([S:61]([NH:64][C:65]4[S:66][CH:67]=[N:68][N:69]=4)(=[O:63])=[O:62])=[CH:58][CH:59]=3)[CH:54]=[CH:53][N:52]=2)=[C:47]([O:70][CH3:71])[CH:46]=1.P([O-])([O-])([O-])=O.[K+].[K+].[K+].CC1OCCC1.O1CCOCC1. (3) Given the product [CH3:19][O:20][CH2:13][CH2:12][N:14]([CH3:17])[CH2:2][C:3]1[CH:8]=[CH:7][C:6]([N+:9]([O-:11])=[O:10])=[CH:5][CH:4]=1, predict the reactants needed to synthesize it. The reactants are: Br[CH2:2][C:3]1[CH:8]=[CH:7][C:6]([N+:9]([O-:11])=[O:10])=[CH:5][CH:4]=1.[CH2:12]([N:14]([CH2:17]C)CC)[CH3:13].[CH3:19][OH:20].C1C=CC(P(C2C=CC=CC=2)C2C=CC=CC=2)=CC=1. (4) Given the product [C:18]([C:13]1[CH:12]=[CH:11][CH:10]=[C:9]2[C:14]=1[CH:15]=[CH:16][CH:17]=[C:8]2[C:27]1[CH:28]=[CH:29][C:24]([C:21](=[O:23])[CH3:22])=[CH:25][CH:26]=1)(=[O:20])[CH3:19], predict the reactants needed to synthesize it. The reactants are: C(=O)([O-])[O-].[Na+].[Na+].Br[C:8]1[CH:17]=[CH:16][CH:15]=[C:14]2[C:9]=1[CH:10]=[CH:11][CH:12]=[C:13]2[C:18](=[O:20])[CH3:19].[C:21]([C:24]1[CH:29]=[CH:28][C:27](B(O)O)=[CH:26][CH:25]=1)(=[O:23])[CH3:22]. (5) The reactants are: BrC(Br)C.Cl[Si](C)(C)C.[C:10]([O:14][C:15]([NH:17][C@H:18]([C:21]([O:23][CH3:24])=[O:22])[CH2:19]I)=[O:16])([CH3:13])([CH3:12])[CH3:11].Br[C:26]1[CH:27]=[CH:28][C:29]([N:32]2[C:37](=[O:38])[C:36]3[CH:39]=[CH:40][N:41]=[CH:42][C:35]=3[N:34]([CH3:43])[C:33]2=[O:44])=[N:30][CH:31]=1. Given the product [C:10]([O:14][C:15]([NH:17][C@H:18]([C:21]([O:23][CH3:24])=[O:22])[CH2:19][C:26]1[CH:31]=[N:30][C:29]([N:32]2[C:37](=[O:38])[C:36]3[CH:39]=[CH:40][N:41]=[CH:42][C:35]=3[N:34]([CH3:43])[C:33]2=[O:44])=[CH:28][CH:27]=1)=[O:16])([CH3:13])([CH3:12])[CH3:11], predict the reactants needed to synthesize it. (6) The reactants are: Br[C:2]1[C:3]2[N:4]([N:8]=[C:9]([Cl:11])[N:10]=2)[CH:5]=[CH:6][CH:7]=1.[CH3:12][O:13][CH2:14][C:15]1[CH:20]=[CH:19][CH:18]=[CH:17][C:16]=1B(O)O. Given the product [Cl:11][C:9]1[N:10]=[C:3]2[CH:2]=[CH:7][CH:6]=[C:5]([C:16]3[CH:17]=[CH:18][CH:19]=[CH:20][C:15]=3[CH2:14][O:13][CH3:12])[N:4]2[N:8]=1, predict the reactants needed to synthesize it. (7) Given the product [C:12]1([S:18]([N:21]=[C:8]=[C:7]2[CH:10]=[CH:11][C:4]([C:1]([OH:3])=[O:2])=[CH:5][CH2:6]2)(=[O:20])=[O:19])[CH:17]=[CH:16][CH:15]=[CH:14][CH:13]=1, predict the reactants needed to synthesize it. The reactants are: [C:1]([C:4]1[CH:11]=[CH:10][C:7]([CH:8]=O)=[CH:6][CH:5]=1)([OH:3])=[O:2].[C:12]1([S:18]([NH2:21])(=[O:20])=[O:19])[CH:17]=[CH:16][CH:15]=[CH:14][CH:13]=1.C1(C)C=CC=CC=1.C1(C)C=CC(S(O)(=O)=O)=CC=1. (8) Given the product [CH2:18]([C:14]1[CH:15]=[CH:16][CH:17]=[C:12]([Br:11])[CH:13]=1)[C:20]1[CH:21]=[CH:22][CH:23]=[CH:24][CH:25]=1, predict the reactants needed to synthesize it. The reactants are: [H-].[Al+3].[Li+].[H-].[H-].[H-].[Cl-].[Al+3].[Cl-].[Cl-].[Br:11][C:12]1[CH:13]=[C:14]([CH:18]([C:20]2[CH:25]=[CH:24][CH:23]=[CH:22][CH:21]=2)O)[CH:15]=[CH:16][CH:17]=1.Cl.